This data is from Full USPTO retrosynthesis dataset with 1.9M reactions from patents (1976-2016). The task is: Predict the reactants needed to synthesize the given product. (1) The reactants are: C(OC(=O)[NH:7][C@H:8]([CH2:17][OH:18])[CH2:9][C:10]1[CH:15]=[CH:14][C:13]([OH:16])=[CH:12][CH:11]=1)(C)(C)C.[ClH:20]. Given the product [ClH:20].[NH2:7][C@@H:8]([CH2:9][C:10]1[CH:11]=[CH:12][C:13]([OH:16])=[CH:14][CH:15]=1)[CH2:17][OH:18], predict the reactants needed to synthesize it. (2) Given the product [Cl:55][C:53]1[CH:52]=[CH:51][C:50]([F:56])=[C:49]([C:46]2[CH:45]=[CH:44][C:43]([CH2:42][C@@H:41]([NH:57][C:8]([C:6]3[O:5][N:4]=[C:3]([CH2:1][CH3:2])[CH:7]=3)=[O:10])[CH2:40][C@@H:39]([NH:58][C:59]([O:61][CH3:62])=[O:60])[C:38]([OH:63])=[O:37])=[CH:48][CH:47]=2)[CH:54]=1, predict the reactants needed to synthesize it. The reactants are: [CH2:1]([C:3]1[CH:7]=[C:6]([C:8]([OH:10])=O)[O:5][N:4]=1)[CH3:2].CN(C(ON1N=NC2C=CC=NC1=2)=[N+](C)C)C.F[P-](F)(F)(F)(F)F.C([O:37][C:38](=[O:63])[C@H:39]([NH:58][C:59]([O:61][CH3:62])=[O:60])[CH2:40][C@H:41]([NH2:57])[CH2:42][C:43]1[CH:48]=[CH:47][C:46]([C:49]2[CH:54]=[C:53]([Cl:55])[CH:52]=[CH:51][C:50]=2[F:56])=[CH:45][CH:44]=1)C.CCN(C(C)C)C(C)C.[OH-].[Na+]. (3) Given the product [CH3:2][O:3][C:4](=[O:14])[CH2:5][C:6]1[CH:11]=[CH:10][CH:9]=[C:8]([CH2:12][NH:13][S:18]([CH2:15][CH2:16][CH3:17])(=[O:20])=[O:19])[CH:7]=1, predict the reactants needed to synthesize it. The reactants are: Cl.[CH3:2][O:3][C:4](=[O:14])[CH2:5][C:6]1[CH:11]=[CH:10][CH:9]=[C:8]([CH2:12][NH2:13])[CH:7]=1.[CH2:15]([S:18](Cl)(=[O:20])=[O:19])[CH2:16][CH3:17].C(N(CC)C(C)C)(C)C.